This data is from Experimentally validated miRNA-target interactions with 360,000+ pairs, plus equal number of negative samples. The task is: Binary Classification. Given a miRNA mature sequence and a target amino acid sequence, predict their likelihood of interaction. The miRNA is hsa-miR-362-3p with sequence AACACACCUAUUCAAGGAUUCA. The protein sequence of the target gene is MAGCCCLSAEEKESQRISAEIERQLRRDKKDARRELKLLLLGTGESGKSTFIKQMRIIHGSGYSDEDRKGFTKLVYQNIFTAMQAMIRAMDTLRIQYVCEQNKENAQIIREVEVDKVSMLSREQVEAIKQLWQDPGIQECYDRRREYQLSDSAKYYLTDIDRIATPSFVPTQQDVLRVRVPTTGIIEYPFDLENIIFRMVDVGGQRSERRKWIHCFESVTSIIFLVALSEYDQVLAECDNENRMEESKALFKTIITYPWFLNSSVILFLNKKDLLEEKIMYSHLISYFPEYTGPKQDVRA.... Result: 1 (interaction).